From a dataset of Cav3 T-type calcium channel HTS with 100,875 compounds. Binary Classification. Given a drug SMILES string, predict its activity (active/inactive) in a high-throughput screening assay against a specified biological target. (1) The drug is O=C1N(C(=O)N2C(c3[nH]c4c(c3CC12)cccc4)(C)C)Cc1c(cccc1)C. The result is 0 (inactive). (2) The drug is S(=O)(=O)(N(CC(O)CN1C(=O)C(NC1=O)(C)C)c1ccc(OC)cc1)c1ccccc1. The result is 0 (inactive). (3) The compound is Clc1c2ncc(c(NCCN(C)C)c2ccc1)C(OCC)=O. The result is 0 (inactive).